This data is from Full USPTO retrosynthesis dataset with 1.9M reactions from patents (1976-2016). The task is: Predict the reactants needed to synthesize the given product. (1) Given the product [CH3:9][N:6]1[C:5]2[CH:10]=[C:11]([C:19]3([OH:22])[CH2:20][CH2:21][C:16]4([O:15][CH2:14][CH2:13][O:12]4)[CH2:17][CH2:18]3)[CH:2]=[CH:3][C:4]=2[N:8]=[CH:7]1, predict the reactants needed to synthesize it. The reactants are: Br[C:2]1[CH:11]=[CH:10][C:5]2[N:6]([CH3:9])[CH:7]=[N:8][C:4]=2[CH:3]=1.[O:12]1[C:16]2([CH2:21][CH2:20][C:19](=[O:22])[CH2:18][CH2:17]2)[O:15][CH2:14][CH2:13]1. (2) Given the product [CH2:11]([C@H:10]([NH:18][C:19](=[O:29])[O:20][C@@H:21]1[C@H:28]2[C@H:24]([O:25][CH2:26][CH2:27]2)[O:23][CH2:22]1)[C@H:9]([OH:30])[CH2:8][N:7]([CH2:6][C:5]([CH3:43])([CH3:42])[CH2:4][CH2:3][CH2:2][NH:1][C:55]([N:54]([CH3:58])[CH3:53])=[O:56])[S:31]([C:34]1[CH:39]=[CH:38][CH:37]=[C:36]([NH:40][CH3:41])[CH:35]=1)(=[O:33])=[O:32])[C:12]1[CH:17]=[CH:16][CH:15]=[CH:14][CH:13]=1, predict the reactants needed to synthesize it. The reactants are: [NH2:1][CH2:2][CH2:3][CH2:4][C:5]([CH3:43])([CH3:42])[CH2:6][N:7]([S:31]([C:34]1[CH:39]=[CH:38][CH:37]=[C:36]([NH:40][CH3:41])[CH:35]=1)(=[O:33])=[O:32])[CH2:8][C@@H:9]([OH:30])[C@@H:10]([NH:18][C:19](=[O:29])[O:20][C@@H:21]1[C@H:28]2[C@H:24]([O:25][CH2:26][CH2:27]2)[O:23][CH2:22]1)[CH2:11][C:12]1[CH:17]=[CH:16][CH:15]=[CH:14][CH:13]=1.C(N(CC)C(C)C)(C)C.[CH3:53][N:54]([CH3:58])[C:55](Cl)=[O:56]. (3) Given the product [CH2:13]1[C:14]2[C:19](=[CH:18][CH:17]=[CH:16][CH:15]=2)[CH2:20][N:12]1[C:10]([C:9]1[CH:21]=[C:5]([CH:6]=[CH:7][C:8]=1[O:22][CH2:23][O:24][CH3:25])[C:1]#[N:2])=[O:11], predict the reactants needed to synthesize it. The reactants are: [C-:1]#[N:2].[K+].Br[C:5]1[CH:6]=[CH:7][C:8]([O:22][CH2:23][O:24][CH3:25])=[C:9]([CH:21]=1)[C:10]([N:12]1[CH2:20][C:19]2[C:14](=[CH:15][CH:16]=[CH:17][CH:18]=2)[CH2:13]1)=[O:11]. (4) Given the product [NH2:2][CH2:1][CH2:3][C@H:4]([NH:6][C:7](=[O:13])[O:8][C:9]([CH3:12])([CH3:11])[CH3:10])[CH3:5], predict the reactants needed to synthesize it. The reactants are: [C:1]([CH2:3][C@H:4]([NH:6][C:7](=[O:13])[O:8][C:9]([CH3:12])([CH3:11])[CH3:10])[CH3:5])#[N:2].N. (5) Given the product [CH2:24]([O:23][C:22](=[O:31])[NH:21][C@@H:14]([C:15]1[CH:20]=[CH:19][CH:18]=[CH:17][CH:16]=1)[CH2:13][N:10]1[CH2:11][CH2:12][CH2:8][CH2:9]1)[C:25]1[CH:30]=[CH:29][CH:28]=[CH:27][CH:26]=1, predict the reactants needed to synthesize it. The reactants are: [H-].[H-].[H-].[H-].[Li+].[Al+3].O[C@H:8]1[CH2:12][CH2:11][N:10]([C:13](=O)[C@@H:14]([NH:21][C:22](=[O:31])[O:23][CH2:24][C:25]2[CH:30]=[CH:29][CH:28]=[CH:27][CH:26]=2)[C:15]2[CH:20]=[CH:19][CH:18]=[CH:17][CH:16]=2)[CH2:9]1. (6) Given the product [CH2:28]([CH:32]1[CH2:37][CH2:36][N:35]([CH2:14][CH2:13][CH2:12][N:7]2[C:6]3[CH:16]=[C:2]([Cl:1])[C:3]([N+:17]([O-:19])=[O:18])=[CH:4][C:5]=3[O:10][CH2:9][C:8]2=[O:11])[CH2:34][CH2:33]1)[CH2:29][CH2:30][CH3:31], predict the reactants needed to synthesize it. The reactants are: [Cl:1][C:2]1[C:3]([N+:17]([O-:19])=[O:18])=[CH:4][C:5]2[O:10][CH2:9][C:8](=[O:11])[N:7]([CH2:12][CH2:13][CH2:14]Cl)[C:6]=2[CH:16]=1.C([O-])([O-])=O.[K+].[K+].[Na+].[I-].[CH2:28]([CH:32]1[CH2:37][CH2:36][NH:35][CH2:34][CH2:33]1)[CH2:29][CH2:30][CH3:31].